This data is from Full USPTO retrosynthesis dataset with 1.9M reactions from patents (1976-2016). The task is: Predict the reactants needed to synthesize the given product. (1) Given the product [CH3:1][C:2]1[N:3]=[CH:4][N:5]([C:10]2[N:15]=[C:14]([C:16]3[CH:17]=[N:18][N:19]([CH2:21][O:22][CH2:23][CH2:24][Si:25]([CH3:26])([CH3:27])[CH3:28])[CH:20]=3)[N:13]3[CH:29]=[CH:30][N:31]=[C:12]3[CH:11]=2)[CH:6]=1, predict the reactants needed to synthesize it. The reactants are: [CH3:1][C:2]1[N:3]=[CH:4][NH:5][CH:6]=1.[H-].[Na+].Cl[C:10]1[N:15]=[C:14]([C:16]2[CH:17]=[N:18][N:19]([CH2:21][O:22][CH2:23][CH2:24][Si:25]([CH3:28])([CH3:27])[CH3:26])[CH:20]=2)[N:13]2[CH:29]=[CH:30][N:31]=[C:12]2[CH:11]=1. (2) Given the product [CH3:1][O:2][C:3](=[O:19])[C:4]([C:5](=[O:6])[C:7]1[CH:12]=[CH:11][C:10]([F:13])=[CH:9][CH:8]=1)=[C:14]([O:18][CH3:20])[CH:15]([CH3:17])[CH3:16], predict the reactants needed to synthesize it. The reactants are: [CH3:1][O:2][C:3](=[O:19])[C:4]([C:14](=[O:18])[CH:15]([CH3:17])[CH3:16])=[C:5]([C:7]1[CH:12]=[CH:11][C:10]([F:13])=[CH:9][CH:8]=1)[OH:6].[C:20](OC)(OC)(OC)CCC.S([O-])([O-])(=O)=O.[Mg+2]. (3) Given the product [C:20]1([CH:7]([C:1]2[CH:2]=[CH:3][CH:4]=[CH:5][CH:6]=2)[CH2:8][CH2:9][NH:10][C:11]([C:12]2[CH:17]=[CH:16][C:15](=[O:18])[N:14]([CH2:27][CH2:28][OH:29])[CH:13]=2)=[O:19])[CH:25]=[CH:24][CH:23]=[CH:22][CH:21]=1, predict the reactants needed to synthesize it. The reactants are: [C:1]1([CH:7]([C:20]2[CH:25]=[CH:24][CH:23]=[CH:22][CH:21]=2)[CH2:8][CH2:9][NH:10][C:11](=[O:19])[C:12]2[CH:17]=[CH:16][C:15]([OH:18])=[N:14][CH:13]=2)[CH:6]=[CH:5][CH:4]=[CH:3][CH:2]=1.Br[CH2:27][CH2:28][OH:29]. (4) Given the product [C:20]1([C:29]2[CH:30]=[CH:31][CH:32]=[CH:33][CH:34]=2)[CH:25]=[CH:24][C:23]([C:2]2[CH:3]=[C:4]([C:7]([NH:9][C:10]3[O:11][C:12]([C:15]4[O:16][CH:17]=[CH:18][CH:19]=4)=[N:13][N:14]=3)=[O:8])[S:5][CH:6]=2)=[CH:22][CH:21]=1, predict the reactants needed to synthesize it. The reactants are: Br[C:2]1[CH:3]=[C:4]([C:7]([NH:9][C:10]2[O:11][C:12]([C:15]3[O:16][CH:17]=[CH:18][CH:19]=3)=[N:13][N:14]=2)=[O:8])[S:5][CH:6]=1.[C:20]1([C:29]2[CH:34]=[CH:33][CH:32]=[CH:31][CH:30]=2)[CH:25]=[CH:24][C:23](B(O)O)=[CH:22][CH:21]=1.